This data is from TCR-epitope binding with 47,182 pairs between 192 epitopes and 23,139 TCRs. The task is: Binary Classification. Given a T-cell receptor sequence (or CDR3 region) and an epitope sequence, predict whether binding occurs between them. (1) The epitope is LQPFPQPELPYPQPQ. The TCR CDR3 sequence is CASSRTGQGGETQYF. Result: 1 (the TCR binds to the epitope). (2) The epitope is MPASWVMRI. Result: 1 (the TCR binds to the epitope). The TCR CDR3 sequence is CASSQDGLASYNEQFF.